From a dataset of Forward reaction prediction with 1.9M reactions from USPTO patents (1976-2016). Predict the product of the given reaction. (1) Given the reactants [S:1](Cl)([N:4]=C=O)(=[O:3])=[O:2].CC(O)(C)C.[NH2:13][C@@H:14]([CH2:25][C:26]1[O:27][C:28]([CH2:31][C:32]2[S:33][C:34]3[CH:40]=[C:39]([C:41]4[CH:46]=[CH:45][CH:44]=[CH:43][CH:42]=4)[CH:38]=[CH:37][C:35]=3[N:36]=2)=[N:29][N:30]=1)[C:15]([O:17][CH2:18][C:19]1[CH:24]=[CH:23][CH:22]=[CH:21][CH:20]=1)=[O:16], predict the reaction product. The product is: [C:41]1([C:39]2[CH:38]=[CH:37][C:35]3[N:36]=[C:32]([CH2:31][C:28]4[O:27][C:26]([CH2:25][C@H:14]([NH:13][S:1](=[O:3])(=[O:2])[NH2:4])[C:15]([O:17][CH2:18][C:19]5[CH:24]=[CH:23][CH:22]=[CH:21][CH:20]=5)=[O:16])=[N:30][N:29]=4)[S:33][C:34]=3[CH:40]=2)[CH:42]=[CH:43][CH:44]=[CH:45][CH:46]=1. (2) Given the reactants [C:1]([O:5][C:6]([N:8]1[C:12]([CH2:15][CH2:16][C:17]2[CH:22]=[CH:21][C:20]([O:23]CC3C=CC=CC=3)=[CH:19][CH:18]=2)([CH2:13][OH:14])[CH2:11][O:10][C:9]1([CH3:32])[CH3:31])=[O:7])([CH3:4])([CH3:3])[CH3:2], predict the reaction product. The product is: [C:1]([O:5][C:6]([N:8]1[C:12]([CH2:13][OH:14])([CH2:15][CH2:16][C:17]2[CH:18]=[CH:19][C:20]([OH:23])=[CH:21][CH:22]=2)[CH2:11][O:10][C:9]1([CH3:32])[CH3:31])=[O:7])([CH3:4])([CH3:3])[CH3:2]. (3) Given the reactants [F:1][C:2]1[CH:7]=[CH:6][C:5]([N+:8]([O-])=O)=[CH:4][C:3]=1[C:11]12[CH2:18][CH:17]1[CH2:16][CH2:15][S:14][C:13]([NH:19][C:20](=[O:26])[O:21][C:22]([CH3:25])([CH3:24])[CH3:23])=[N:12]2.[H][H], predict the reaction product. The product is: [NH2:8][C:5]1[CH:6]=[CH:7][C:2]([F:1])=[C:3]([C:11]23[CH2:18][CH:17]2[CH2:16][CH2:15][S:14][C:13]([NH:19][C:20](=[O:26])[O:21][C:22]([CH3:23])([CH3:25])[CH3:24])=[N:12]3)[CH:4]=1.